From a dataset of Reaction yield outcomes from USPTO patents with 853,638 reactions. Predict the reaction yield, written as a fraction of the theoretical maximum amount of product (1.0 means a 100% yield; for example, 0.34 means a 34% yield). (1) The reactants are C(OC(=O)[NH:7][C:8]1[C:9]([C:17](=[O:25])[NH:18][C:19]2[CH:23]=[CH:22][N:21]([CH3:24])[N:20]=2)=[N:10][C:11]([CH:14]2[CH2:16][CH2:15]2)=[CH:12][CH:13]=1)(C)(C)C.FC(F)(F)C(O)=O.C(OCC)(=O)C.C(=O)(O)[O-].[Na+].O. The catalyst is C(Cl)Cl. The product is [CH3:24][N:21]1[CH:22]=[CH:23][C:19]([NH:18][C:17]([C:9]2[C:8]([NH2:7])=[CH:13][CH:12]=[C:11]([CH:14]3[CH2:16][CH2:15]3)[N:10]=2)=[O:25])=[N:20]1. The yield is 0.830. (2) The reactants are O.NN.[OH-].[K+].[CH:6]1([C:9]2[CH:14]=[CH:13][C:12]([C:15](=O)[CH2:16][CH2:17][CH2:18][OH:19])=[CH:11][CH:10]=2)[CH2:8][CH2:7]1.O. The catalyst is C(O)CO.C(OCC)(=O)C. The product is [CH:6]1([C:9]2[CH:10]=[CH:11][C:12]([CH2:15][CH2:16][CH2:17][CH2:18][OH:19])=[CH:13][CH:14]=2)[CH2:8][CH2:7]1. The yield is 0.970. (3) The reactants are C(NC(C)C)(C)C.C([Li])CCC.[CH3:13][CH2:14][C:15](=[O:18])[CH2:16][CH3:17].[C:19]([O:23][C:24]([N:26]1[CH2:31][CH2:30][CH:29]([CH:32]=[O:33])[CH2:28][CH2:27]1)=[O:25])([CH3:22])([CH3:21])[CH3:20]. The catalyst is C1COCC1. The product is [C:19]([O:23][C:24]([N:26]1[CH2:31][CH2:30][CH:29]([CH:32]([OH:33])[CH:14]([CH3:13])[C:15](=[O:18])[CH2:16][CH3:17])[CH2:28][CH2:27]1)=[O:25])([CH3:22])([CH3:21])[CH3:20]. The yield is 0.850. (4) The reactants are [CH:1]([C:4]1[CH:11]=[CH:10][C:7]([CH2:8]Br)=[CH:6][CH:5]=1)([CH3:3])[CH3:2].[H-].[Na+].[F:14][C:15]([F:24])([F:23])[CH2:16][CH2:17][CH:18]([C:21]#[N:22])[C:19]#[N:20]. The catalyst is CN(C)C=O. The product is [CH:1]([C:4]1[CH:11]=[CH:10][C:7]([CH2:8][C:18]([CH2:17][CH2:16][C:15]([F:14])([F:23])[F:24])([C:19]#[N:20])[C:21]#[N:22])=[CH:6][CH:5]=1)([CH3:3])[CH3:2]. The yield is 0.850. (5) The reactants are [Cl:1][C:2]1[CH:10]=[CH:9][CH:8]=[C:7]2[C:3]=1[C:4]([C:17](=[O:22])C(F)(F)F)=[CH:5][N:6]2[CH2:11][CH:12]1[CH2:16][CH2:15][CH2:14][O:13]1.[OH-:23].[Na+].Cl. The catalyst is O. The product is [Cl:1][C:2]1[CH:10]=[CH:9][CH:8]=[C:7]2[C:3]=1[C:4]([C:17]([OH:22])=[O:23])=[CH:5][N:6]2[CH2:11][CH:12]1[CH2:16][CH2:15][CH2:14][O:13]1. The yield is 0.555. (6) The reactants are [C:1]([O:5][C:6]([N:8]([CH2:13][C:14]([OH:16])=[O:15])[CH2:9][C:10]([OH:12])=O)=[O:7])([CH3:4])([CH3:3])[CH3:2].C1CCC(N=C=NC2CCCCC2)CC1. The catalyst is ClCCl. The product is [C:1]([O:5][C:6]([N:8]1[CH2:9][C:10](=[O:12])[O:16][C:14](=[O:15])[CH2:13]1)=[O:7])([CH3:2])([CH3:3])[CH3:4]. The yield is 0.990. (7) The reactants are C[O:2][C:3](=[O:30])[C:4]1[CH:9]=[CH:8][C:7]([C:10](=[O:29])[CH2:11][C:12]2[CH:17]=[C:16]([C:18]3[S:22][C:21]4[CH:23]=[CH:24][CH:25]=[CH:26][C:20]=4[CH:19]=3)[CH:15]=[CH:14][C:13]=2[O:27][CH3:28])=[CH:6][CH:5]=1.C1COCC1. The catalyst is CO. The product is [S:22]1[C:18]([C:16]2[CH:15]=[CH:14][C:13]([O:27][CH3:28])=[C:12]([CH2:11][C:10]([C:7]3[CH:8]=[CH:9][C:4]([C:3]([OH:30])=[O:2])=[CH:5][CH:6]=3)=[O:29])[CH:17]=2)=[CH:19][C:20]2[CH:26]=[CH:25][CH:24]=[CH:23][C:21]1=2. The yield is 0.600. (8) The reactants are Cl[C:2]1[N:11]=[C:10]([NH:12][CH2:13][CH:14]([N:21]2[CH2:26][CH2:25][O:24][CH2:23][CH2:22]2)[C:15]2[CH:20]=[CH:19][CH:18]=[CH:17][CH:16]=2)[C:9]2[C:4](=[CH:5][CH:6]=[CH:7][CH:8]=2)[N:3]=1.[CH3:27][N:28]([CH3:38])[C:29]1[CH:34]=[CH:33][C:32](B(O)O)=[CH:31][CH:30]=1.CN(C)C1C=CC(C2N=C(NCC(C3C=CC=CC=3)C3NC=CC=3)C3C(=CC=CC=3)N=2)=CC=1. The catalyst is C(Cl)Cl.CO. The product is [CH3:27][N:28]([CH3:38])[C:29]1[CH:34]=[CH:33][C:32]([C:2]2[N:11]=[C:10]([NH:12][CH2:13][CH:14]([N:21]3[CH2:26][CH2:25][O:24][CH2:23][CH2:22]3)[C:15]3[CH:20]=[CH:19][CH:18]=[CH:17][CH:16]=3)[C:9]3[C:4](=[CH:5][CH:6]=[CH:7][CH:8]=3)[N:3]=2)=[CH:31][CH:30]=1. The yield is 0.530.